Dataset: NCI-60 drug combinations with 297,098 pairs across 59 cell lines. Task: Regression. Given two drug SMILES strings and cell line genomic features, predict the synergy score measuring deviation from expected non-interaction effect. (1) Drug 1: CCC(=C(C1=CC=CC=C1)C2=CC=C(C=C2)OCCN(C)C)C3=CC=CC=C3.C(C(=O)O)C(CC(=O)O)(C(=O)O)O. Drug 2: C1CN(P(=O)(OC1)NCCCl)CCCl. Cell line: NCI/ADR-RES. Synergy scores: CSS=-0.146, Synergy_ZIP=5.95, Synergy_Bliss=11.0, Synergy_Loewe=-0.927, Synergy_HSA=0.944. (2) Drug 1: CC1=C(C(CCC1)(C)C)C=CC(=CC=CC(=CC(=O)O)C)C. Drug 2: COC1=NC(=NC2=C1N=CN2C3C(C(C(O3)CO)O)O)N. Cell line: U251. Synergy scores: CSS=1.43, Synergy_ZIP=2.26, Synergy_Bliss=-7.12, Synergy_Loewe=1.33, Synergy_HSA=-4.66. (3) Drug 1: CC(C)NC(=O)C1=CC=C(C=C1)CNNC.Cl. Drug 2: CC(C)CN1C=NC2=C1C3=CC=CC=C3N=C2N. Cell line: OVCAR-8. Synergy scores: CSS=2.44, Synergy_ZIP=-2.55, Synergy_Bliss=-3.51, Synergy_Loewe=-1.24, Synergy_HSA=-1.79. (4) Drug 1: CC(C)CN1C=NC2=C1C3=CC=CC=C3N=C2N. Drug 2: C1C(C(OC1N2C=NC3=C2NC=NCC3O)CO)O. Cell line: M14. Synergy scores: CSS=1.95, Synergy_ZIP=1.02, Synergy_Bliss=1.42, Synergy_Loewe=-4.68, Synergy_HSA=-2.04. (5) Drug 1: CC12CCC(CC1=CCC3C2CCC4(C3CC=C4C5=CN=CC=C5)C)O. Drug 2: C1=CC(=CC=C1CCC2=CNC3=C2C(=O)NC(=N3)N)C(=O)NC(CCC(=O)O)C(=O)O. Cell line: BT-549. Synergy scores: CSS=20.2, Synergy_ZIP=5.07, Synergy_Bliss=9.97, Synergy_Loewe=2.55, Synergy_HSA=9.93.